Dataset: Full USPTO retrosynthesis dataset with 1.9M reactions from patents (1976-2016). Task: Predict the reactants needed to synthesize the given product. (1) Given the product [C:1]([O:6][C:7]1[CH:12]=[CH:11][C:10]([P:13]([O:24][CH2:25][CH3:26])([CH2:15][P:16]([O:18][CH2:19][CH3:20])([O:21][CH2:22][CH3:23])=[O:17])=[O:14])=[CH:9][C:8]=1[C:27]([CH3:32])([CH3:33])[CH2:28][C:29]([N:40]1[CH2:39][CH2:38][N:37]([C:41]2[C:46]([O:47][CH3:48])=[C:45]3[C:44]([C:52](=[O:53])[C:51]([C:54]([OH:56])=[O:55])=[CH:50][N:49]3[CH:57]3[CH2:58][CH2:59]3)=[CH:43][C:42]=2[F:60])[CH2:36][CH:35]1[CH3:34])=[O:30])(=[O:5])[CH2:2][CH2:3][CH3:4], predict the reactants needed to synthesize it. The reactants are: [C:1]([O:6][C:7]1[CH:12]=[CH:11][C:10]([P:13]([O:24][CH2:25][CH3:26])([CH2:15][P:16]([O:21][CH2:22][CH3:23])([O:18][CH2:19][CH3:20])=[O:17])=[O:14])=[CH:9][C:8]=1[C:27]([CH3:33])([CH3:32])[CH2:28][C:29](O)=[O:30])(=[O:5])[CH2:2][CH2:3][CH3:4].[CH3:34][CH:35]1[NH:40][CH2:39][CH2:38][N:37]([C:41]2[C:46]([O:47][CH3:48])=[C:45]3[N:49]([CH:57]4[CH2:59][CH2:58]4)[CH:50]=[C:51]([C:54]([OH:56])=[O:55])[C:52](=[O:53])[C:44]3=[CH:43][C:42]=2[F:60])[CH2:36]1.C(N(C(C)C)CC)(C)C.CN(C(ON1N=NC2C=CC=CC1=2)=[N+](C)C)C.F[P-](F)(F)(F)(F)F. (2) The reactants are: [Cl:1][C:2]1[C:9]([C:10]([F:13])([F:12])[F:11])=[CH:8][CH:7]=[CH:6][C:3]=1[CH:4]=O.[C:14]([NH:17][NH2:18])([NH2:16])=[NH:15].Cl. Given the product [ClH:1].[Cl:1][C:2]1[C:9]([C:10]([F:13])([F:12])[F:11])=[CH:8][CH:7]=[CH:6][C:3]=1[CH:4]=[N:18][NH:17][C:14]([NH2:16])=[NH:15], predict the reactants needed to synthesize it.